Dataset: Forward reaction prediction with 1.9M reactions from USPTO patents (1976-2016). Task: Predict the product of the given reaction. Given the reactants [Br:1][C:2]1[CH:3]=[C:4]2[C:9](=[CH:10][CH:11]=1)[N:8]=[CH:7][C:6]([C:12]1[N:16]([CH3:17])[N:15]=[CH:14][CH:13]=1)=[C:5]2[OH:18].[OH-].[K+].P(OCC)(OCC)(O[C:24](Br)([F:26])[F:25])=O, predict the reaction product. The product is: [Br:1][C:2]1[CH:3]=[C:4]2[C:9](=[CH:10][CH:11]=1)[N:8]=[CH:7][C:6]([C:12]1[N:16]([CH3:17])[N:15]=[CH:14][CH:13]=1)=[C:5]2[O:18][CH:24]([F:26])[F:25].